From a dataset of TCR-epitope binding with 47,182 pairs between 192 epitopes and 23,139 TCRs. Binary Classification. Given a T-cell receptor sequence (or CDR3 region) and an epitope sequence, predict whether binding occurs between them. The epitope is KLSYGIATV. The TCR CDR3 sequence is CASSLEGISFEQYF. Result: 1 (the TCR binds to the epitope).